This data is from Full USPTO retrosynthesis dataset with 1.9M reactions from patents (1976-2016). The task is: Predict the reactants needed to synthesize the given product. (1) Given the product [C:3]([O:7][C:8](=[O:16])[N:9]([CH3:18])[C:10]1[N:11]([CH3:15])[CH:12]=[CH:13][N:14]=1)([CH3:6])([CH3:5])[CH3:4], predict the reactants needed to synthesize it. The reactants are: [H-].[Na+].[C:3]([O:7][C:8](=[O:16])[NH:9][C:10]1[N:11]([CH3:15])[CH:12]=[CH:13][N:14]=1)([CH3:6])([CH3:5])[CH3:4].I[CH3:18]. (2) Given the product [CH3:1][O:2][C:3]([C:5]1[C:13]([NH:14][C:15]2[CH:20]=[CH:19][C:18]([Br:44])=[CH:17][C:16]=2[Cl:21])=[C:12]([F:22])[C:8]2[N:9]=[CH:10][NH:11][C:7]=2[CH:6]=1)=[O:4], predict the reactants needed to synthesize it. The reactants are: [CH3:1][O:2][C:3]([C:5]1[C:13]([NH:14][C:15]2[CH:20]=[CH:19][CH:18]=[CH:17][C:16]=2[Cl:21])=[C:12]([F:22])[C:8]2[N:9]=[CH:10][NH:11][C:7]=2[CH:6]=1)=[O:4].CO.CC1C=CC(S(O)(=O)=O)=CC=1.O.C1C(=O)N([Br:44])C(=O)C1. (3) Given the product [CH3:1][O:2][C:3]1[CH:12]=[C:11]2[C:6]([CH:7]=[CH:8][C:9](=[O:16])[N:10]2[CH2:13][CH2:14][N:17]2[CH2:18][CH2:19][CH:20]([NH:23][C:24](=[O:30])[O:25][C:26]([CH3:28])([CH3:27])[CH3:29])[CH2:21][CH2:22]2)=[N:5][CH:4]=1, predict the reactants needed to synthesize it. The reactants are: [CH3:1][O:2][C:3]1[CH:12]=[C:11]2[C:6]([CH:7]=[CH:8][C:9](=[O:16])[N:10]2[CH2:13][CH:14]=O)=[N:5][CH:4]=1.[NH:17]1[CH2:22][CH2:21][CH:20]([NH:23][C:24](=[O:30])[O:25][C:26]([CH3:29])([CH3:28])[CH3:27])[CH2:19][CH2:18]1.[BH-](OC(C)=O)(OC(C)=O)OC(C)=O.[Na+].C([O-])(O)=O.[Na+].